From a dataset of CYP2D6 substrate classification data from Carbon-Mangels et al.. Regression/Classification. Given a drug SMILES string, predict its absorption, distribution, metabolism, or excretion properties. Task type varies by dataset: regression for continuous measurements (e.g., permeability, clearance, half-life) or binary classification for categorical outcomes (e.g., BBB penetration, CYP inhibition). Dataset: cyp2d6_substrate_carbonmangels. (1) The drug is N#Cc1ccc([C@H]2CCCc3cncn32)cc1. The result is 0 (non-substrate). (2) The molecule is COc1ccc2cc([C@H](C)C(=O)O)ccc2c1. The result is 0 (non-substrate).